This data is from Catalyst prediction with 721,799 reactions and 888 catalyst types from USPTO. The task is: Predict which catalyst facilitates the given reaction. (1) Reactant: [F:1][C:2]1[CH:7]=[CH:6][C:5](Br)=[CH:4][CH:3]=1.C([Li])CCC.[F:14][C:15]1[CH:22]=[CH:21][C:18]([CH:19]=[O:20])=[CH:17][CH:16]=1.[Cl-].[NH4+]. Product: [F:1][C:2]1[CH:7]=[CH:6][C:5]([CH:19]([C:18]2[CH:21]=[CH:22][C:15]([F:14])=[CH:16][CH:17]=2)[OH:20])=[CH:4][CH:3]=1. The catalyst class is: 7. (2) Reactant: Br[C:2]1[C:3]2[C:8]([CH:9]=[C:10]3[C:15]=1[CH:14]=[CH:13][CH:12]=[CH:11]3)=[CH:7][CH:6]=[CH:5][CH:4]=2.C([Li])CCC.[B:21](OC)([O:24]C)[O:22]C.Cl. Product: [CH:14]1[C:15]2[C:10](=[CH:9][C:8]3[C:3]([C:2]=2[B:21]([OH:24])[OH:22])=[CH:4][CH:5]=[CH:6][CH:7]=3)[CH:11]=[CH:12][CH:13]=1. The catalyst class is: 1. (3) Reactant: C[O:2][C:3](=O)[C:4]1[CH:9]=[C:8]([F:10])[C:7]([N+:11]([O-:13])=[O:12])=[C:6]([F:14])[CH:5]=1.CC(C[AlH]CC(C)C)C.CCCCCC.C(C(C(C([O-])=O)O)O)([O-])=O.[K+].[K+]. Product: [F:10][C:8]1[CH:9]=[C:4]([CH2:3][OH:2])[CH:5]=[C:6]([F:14])[C:7]=1[N+:11]([O-:13])=[O:12]. The catalyst class is: 1. (4) Reactant: [N+:1]([O:4][CH2:5][CH2:6][CH2:7][CH2:8][C:9]([OH:11])=O)([O-:3])=[O:2].[CH2:12]([N:14](CC)CC)C.ClC(OCC)=O.CN.S([O-])([O-])(=O)=O.[Na+].[Na+]. Product: [CH3:12][NH:14][C:9](=[O:11])[CH2:8][CH2:7][CH2:6][CH2:5][O:4][N+:1]([O-:3])=[O:2]. The catalyst class is: 4. (5) Reactant: N1C(C)=CC=CC=1C.S([O:16][S:17]([C:20]([F:23])([F:22])[F:21])(=[O:19])=[O:18])(C(F)(F)F)(=O)=O.[F:24][CH2:25][CH2:26][CH2:27]O. Product: [F:24][CH2:25][CH2:26][CH2:27][O:16][S:17]([C:20]([F:21])([F:22])[F:23])(=[O:18])=[O:19]. The catalyst class is: 2. (6) Reactant: [CH3:1][C:2]1[CH:3]=[CH:4][C:5]([NH:8][CH:9]2[CH2:14][CH2:13][CH:12]([OH:15])[CH2:11][CH2:10]2)=[N:6][CH:7]=1.F[C:17]1[C:22]([CH:23]2[CH2:28][CH2:27][O:26][CH2:25][CH2:24]2)=[CH:21][CH:20]=[CH:19][N:18]=1. Product: [CH3:1][C:2]1[CH:3]=[CH:4][C:5]([NH:8][CH:9]2[CH2:14][CH2:13][CH:12]([O:15][C:17]3[C:22]([CH:23]4[CH2:28][CH2:27][O:26][CH2:25][CH2:24]4)=[CH:21][CH:20]=[CH:19][N:18]=3)[CH2:11][CH2:10]2)=[N:6][CH:7]=1. The catalyst class is: 58. (7) Product: [NH2:15][C:12]1[CH:13]=[CH:14][C:5]([S:4][CH:1]([CH3:3])[CH3:2])=[C:6]([CH:11]=1)[C:7]([NH:9][CH3:10])=[O:8]. Reactant: [CH:1]([S:4][C:5]1[CH:14]=[CH:13][C:12]([N+:15]([O-])=O)=[CH:11][C:6]=1[C:7]([NH:9][CH3:10])=[O:8])([CH3:3])[CH3:2].O.C(O)(=O)C. The catalyst class is: 186. (8) Reactant: C(OC([NH:11][C@@H:12]([CH2:23][C:24]1[CH:29]=[CH:28][C:27]([C:30]2[N:35]=[CH:34][C:33]([C:36]3[CH:41]=[CH:40][C:39]([O:42][CH2:43][CH2:44][CH2:45][CH:46]([CH3:48])[CH3:47])=[CH:38][CH:37]=3)=[CH:32][N:31]=2)=[CH:26][CH:25]=1)[C:13]([N:15]1[CH2:18][CH:17]([C:19]([O:21][CH3:22])=[O:20])[CH2:16]1)=[O:14])=O)C1C=CC=CC=1.C(O)(=O)C.CO. Product: [C:19]([OH:21])(=[O:20])[CH3:17].[NH2:11][C@@H:12]([CH2:23][C:24]1[CH:29]=[CH:28][C:27]([C:30]2[N:35]=[CH:34][C:33]([C:36]3[CH:37]=[CH:38][C:39]([O:42][CH2:43][CH2:44][CH2:45][CH:46]([CH3:48])[CH3:47])=[CH:40][CH:41]=3)=[CH:32][N:31]=2)=[CH:26][CH:25]=1)[C:13]([N:15]1[CH2:16][CH:17]([C:19]([O:21][CH3:22])=[O:20])[CH2:18]1)=[O:14]. The catalyst class is: 123. (9) Reactant: [F:1][C:2]1[CH:7]=[CH:6][CH:5]=[CH:4][C:3]=1[CH:8]=[CH:9][C:10]([NH:12][C@H:13]([C:18]([O:20]C)=[O:19])[CH2:14][CH2:15][S:16][CH3:17])=[O:11].[OH-].[Na+]. Product: [F:1][C:2]1[CH:7]=[CH:6][CH:5]=[CH:4][C:3]=1[CH:8]=[CH:9][C:10]([NH:12][C@H:13]([C:18]([OH:20])=[O:19])[CH2:14][CH2:15][S:16][CH3:17])=[O:11]. The catalyst class is: 5. (10) Reactant: [CH3:1][NH:2][C:3]1[CH:8]=[CH:7][C:6]([N+:9]([O-])=O)=[CH:5][N:4]=1.[H][H]. Product: [CH3:1][NH:2][C:3]1[CH:8]=[CH:7][C:6]([NH2:9])=[CH:5][N:4]=1. The catalyst class is: 43.